This data is from Full USPTO retrosynthesis dataset with 1.9M reactions from patents (1976-2016). The task is: Predict the reactants needed to synthesize the given product. (1) Given the product [CH2:12]([O:14][P:15]([CH2:20][O:10][C:8]1[CH:9]=[C:2]([Cl:1])[C:3]([CH:4]=[O:5])=[C:6]([Cl:11])[CH:7]=1)(=[O:19])[O:16][CH2:17][CH3:18])[CH3:13], predict the reactants needed to synthesize it. The reactants are: [Cl:1][C:2]1[CH:9]=[C:8]([OH:10])[CH:7]=[C:6]([Cl:11])[C:3]=1[CH:4]=[O:5].[CH2:12]([O:14][P:15]([CH2:20]O)(=[O:19])[O:16][CH2:17][CH3:18])[CH3:13].C1C=CC(P(C2C=CC=CC=2)C2C=CC=CC=2)=CC=1.CCOC(/N=N/C(OCC)=O)=O. (2) Given the product [NH2:3][C:4]1[N:8]([C:9]2[CH:14]=[CH:13][CH:12]=[C:11]([Br:15])[CH:10]=2)[N:7]=[C:6]([C:16]([O:18][CH2:19][CH3:20])=[O:17])[C:5]=1[S:21][C:22]#[N:23], predict the reactants needed to synthesize it. The reactants are: BrBr.[NH2:3][C:4]1[N:8]([C:9]2[CH:14]=[CH:13][CH:12]=[C:11]([Br:15])[CH:10]=2)[N:7]=[C:6]([C:16]([O:18][CH2:19][CH3:20])=[O:17])[CH:5]=1.[S-:21][C:22]#[N:23].[K+].C(=O)([O-])[O-].[Na+].[Na+]. (3) Given the product [F:1][C:2]1[CH:7]=[CH:6][C:5]([C:8]2[C:17]3[C:12](=[CH:13][C:14]([NH2:18])=[CH:15][CH:16]=3)[O:11][C:10]([CH3:27])([CH3:26])[C:9]=2[CH3:28])=[CH:4][CH:3]=1, predict the reactants needed to synthesize it. The reactants are: [F:1][C:2]1[CH:7]=[CH:6][C:5]([C:8]2[C:17]3[C:12](=[CH:13][C:14]([NH:18]C(=O)OC(C)(C)C)=[CH:15][CH:16]=3)[O:11][C:10]([CH3:27])([CH3:26])[C:9]=2[CH3:28])=[CH:4][CH:3]=1.Cl.O1CCOCC1. (4) Given the product [CH:19]1[C:20]2[C:15](=[CH:14][CH:13]=[CH:22][CH:21]=2)[CH:16]=[CH:17][C:18]=1[NH:1][C:2]1[CH:3]=[C:4]2[C:9](=[CH:10][CH:11]=1)[NH:8][CH2:7][CH2:6][CH2:5]2, predict the reactants needed to synthesize it. The reactants are: [NH2:1][C:2]1[CH:3]=[C:4]2[C:9](=[CH:10][CH:11]=1)[N:8]=[CH:7][CH:6]=[CH:5]2.Br[C:13]1[CH:22]=[CH:21][C:20]2[C:15](=[CH:16][CH:17]=[CH:18][CH:19]=2)[CH:14]=1.CC(C)([O-])C.[Na+]. (5) Given the product [CH2:12]([O:11][C:9]([C:7]1[CH:6]=[CH:5][N:4]=[C:3]([C:1]2[NH:28][C@@H:22]([CH2:23][O:24][CH2:25][O:26][CH3:27])[C:21]([C:30]3[CH:35]=[CH:34][C:33]([F:36])=[CH:32][CH:31]=3)([C:18]3[CH:17]=[CH:16][C:15]([F:14])=[CH:20][CH:19]=3)[N:2]=2)[N:8]=1)=[O:10])[CH3:13], predict the reactants needed to synthesize it. The reactants are: [C:1]([C:3]1[N:8]=[C:7]([C:9]([O:11][CH2:12][CH3:13])=[O:10])[CH:6]=[CH:5][N:4]=1)#[N:2].[F:14][C:15]1[CH:20]=[CH:19][C:18]([C:21]([C:30]2[CH:35]=[CH:34][C:33]([F:36])=[CH:32][CH:31]=2)(N)[C@@H:22]([NH2:28])[CH2:23][O:24][CH2:25][O:26][CH3:27])=[CH:17][CH:16]=1. (6) Given the product [NH2:1][C:2]1[CH:6]=[CH:5][N:4]([C:19]([O:18][C:15]([CH3:17])([CH3:16])[CH3:14])=[O:20])[N:3]=1, predict the reactants needed to synthesize it. The reactants are: [NH2:1][C:2]1[CH:6]=[CH:5][NH:4][N:3]=1.C(N(CC)CC)C.[CH3:14][C:15]([O:18][C:19](O[C:19]([O:18][C:15]([CH3:17])([CH3:16])[CH3:14])=[O:20])=[O:20])([CH3:17])[CH3:16].